This data is from Catalyst prediction with 721,799 reactions and 888 catalyst types from USPTO. The task is: Predict which catalyst facilitates the given reaction. Reactant: [CH2:1]([N:3]([CH2:34][CH:35]1[CH2:39][CH2:38][CH2:37][O:36]1)[C:4]1[C:5]2[CH2:26][N:25](C(OC(C)(C)C)=O)[CH2:24][CH2:23][C:6]=2[N:7]=[C:8]([NH:10][C:11]2[CH:16]=[CH:15][C:14]([N:17]3[CH:21]=[CH:20][N:19]=[C:18]3[CH3:22])=[CH:13][CH:12]=2)[N:9]=1)[CH3:2].Cl. Product: [CH2:1]([N:3]([CH2:34][CH:35]1[CH2:39][CH2:38][CH2:37][O:36]1)[C:4]1[C:5]2[CH2:26][NH:25][CH2:24][CH2:23][C:6]=2[N:7]=[C:8]([NH:10][C:11]2[CH:12]=[CH:13][C:14]([N:17]3[CH:21]=[CH:20][N:19]=[C:18]3[CH3:22])=[CH:15][CH:16]=2)[N:9]=1)[CH3:2]. The catalyst class is: 5.